This data is from Forward reaction prediction with 1.9M reactions from USPTO patents (1976-2016). The task is: Predict the product of the given reaction. (1) Given the reactants [CH3:1][N:2]1[C:6]([C:7]2[CH:8]=[C:9]([C:12]([OH:14])=O)[O:10][CH:11]=2)=[CH:5][CH:4]=[N:3]1.[NH2:15][C@@H:16]([CH2:29][C:30]1[CH:35]=[CH:34][CH:33]=[CH:32][C:31]=1[C:36]([F:39])([F:38])[F:37])[CH2:17][N:18]1[C:26](=[O:27])[C:25]2[C:20](=[CH:21][CH:22]=[CH:23][CH:24]=2)[C:19]1=[O:28].C(N(CC)C(C)C)(C)C.F[P-](F)(F)(F)(F)F.Br[P+](N1CCCC1)(N1CCCC1)N1CCCC1, predict the reaction product. The product is: [O:27]=[C:26]1[C:25]2[C:20](=[CH:21][CH:22]=[CH:23][CH:24]=2)[C:19](=[O:28])[N:18]1[CH2:17][C@@H:16]([NH:15][C:12]([C:9]1[O:10][CH:11]=[C:7]([C:6]2[N:2]([CH3:1])[N:3]=[CH:4][CH:5]=2)[CH:8]=1)=[O:14])[CH2:29][C:30]1[CH:35]=[CH:34][CH:33]=[CH:32][C:31]=1[C:36]([F:38])([F:37])[F:39]. (2) Given the reactants [Cl:1][C:2]1[CH:3]=[C:4]([CH:9]2[CH2:18][CH2:17][C:16](O)([CH:19]([CH3:21])[CH3:20])[C:15]3[CH:14]=[C:13]([NH:23][C:24](=[O:26])[CH3:25])[CH:12]=[CH:11][C:10]2=3)[CH:5]=[CH:6][C:7]=1[Cl:8], predict the reaction product. The product is: [Cl:1][C:2]1[CH:3]=[C:4]([CH:9]2[CH2:18][CH:17]=[C:16]([CH:19]([CH3:20])[CH3:21])[C:15]3[CH:14]=[C:13]([NH:23][C:24](=[O:26])[CH3:25])[CH:12]=[CH:11][C:10]2=3)[CH:5]=[CH:6][C:7]=1[Cl:8]. (3) Given the reactants [C:1](OCC)(=O)[CH:2]=[CH2:3].C([O:12][CH2:13][CH:14]([CH2:19][CH3:20])[CH2:15][CH2:16][CH2:17]C)(=O)C=C.[C:21]([O:26]C)(=O)[C:22]([CH3:24])=[CH2:23].C(OCCO)(=O)C=C, predict the reaction product. The product is: [CH2:21]([O:26][O:12][CH2:13][C:14]1[CH:15]=[CH:16][CH:17]=[CH:20][CH:19]=1)[C:22]1[CH:24]=[CH:3][CH:2]=[CH:1][CH:23]=1. (4) Given the reactants [CH2:1]([O:3][C:4](=[O:13])[CH2:5][C@H:6]1[CH2:11][CH2:10][C@H:9]([NH2:12])[CH2:8][CH2:7]1)[CH3:2].[C:14]([O:18][C:19](O[C:19]([O:18][C:14]([CH3:17])([CH3:16])[CH3:15])=[O:20])=[O:20])([CH3:17])([CH3:16])[CH3:15].C(N(CC)CC)C.O, predict the reaction product. The product is: [CH2:1]([O:3][C:4](=[O:13])[CH2:5][C@H:6]1[CH2:7][CH2:8][C@H:9]([NH:12][C:19]([O:18][C:14]([CH3:17])([CH3:16])[CH3:15])=[O:20])[CH2:10][CH2:11]1)[CH3:2].